This data is from Full USPTO retrosynthesis dataset with 1.9M reactions from patents (1976-2016). The task is: Predict the reactants needed to synthesize the given product. (1) Given the product [N:6]1([C:2]2[CH:3]=[CH:4][C:5]3[N:6]([C:8]([C:11]4[CH:16]=[CH:15][CH:14]=[C:13]([Cl:17])[N:12]=4)=[N:9][N:10]=3)[N:7]=2)[CH2:23][CH2:22][CH2:14][CH2:15][CH2:16][CH2:11][CH2:8]1, predict the reactants needed to synthesize it. The reactants are: Cl[C:2]1[CH:3]=[CH:4][C:5]2[N:6]([C:8]([C:11]3[CH:16]=[CH:15][CH:14]=[C:13]([Cl:17])[N:12]=3)=[N:9][N:10]=2)[N:7]=1.O1[CH2:23][CH2:22]OCC1. (2) The reactants are: Cl[C:2]1[N:7]=[C:6]([N:8]2[C:12]3[CH:13]=[C:14]([NH2:17])[CH:15]=[CH:16][C:11]=3[N:10]=[CH:9]2)[CH:5]=[N:4][CH:3]=1.[N:18]1[CH:23]=[CH:22][C:21](B(O)O)=[CH:20][CH:19]=1.C(=O)([O-])[O-].[Na+].[Na+]. Given the product [N:18]1[CH:23]=[CH:22][C:21]([C:2]2[N:7]=[C:6]([N:8]3[C:12]4[CH:13]=[C:14]([NH2:17])[CH:15]=[CH:16][C:11]=4[N:10]=[CH:9]3)[CH:5]=[N:4][CH:3]=2)=[CH:20][CH:19]=1, predict the reactants needed to synthesize it.